Dataset: Catalyst prediction with 721,799 reactions and 888 catalyst types from USPTO. Task: Predict which catalyst facilitates the given reaction. (1) Reactant: [Si:1]([O:8][CH:9]1[CH2:14][CH2:13][CH:12]([CH2:15][CH:16]([N:20]2[CH:25]=[C:24]([O:26][CH3:27])[C:23]([C:28]3[CH:33]=[C:32]([Cl:34])[CH:31]=[CH:30][C:29]=3[C:35]#[N:36])=[CH:22][C:21]2=[O:37])[C:17]([OH:19])=O)[CH2:11][CH2:10]1)([C:4]([CH3:7])([CH3:6])[CH3:5])([CH3:3])[CH3:2].[NH2:38][C:39]1[CH:51]=[CH:50][C:42]([C:43]([O:45][C:46]([CH3:49])([CH3:48])[CH3:47])=[O:44])=[CH:41][CH:40]=1.CC(C)N=C=NC(C)C. Product: [Si:1]([O:8][CH:9]1[CH2:10][CH2:11][CH:12]([CH2:15][CH:16]([N:20]2[CH:25]=[C:24]([O:26][CH3:27])[C:23]([C:28]3[CH:33]=[C:32]([Cl:34])[CH:31]=[CH:30][C:29]=3[C:35]#[N:36])=[CH:22][C:21]2=[O:37])[C:17]([NH:38][C:39]2[CH:51]=[CH:50][C:42]([C:43]([O:45][C:46]([CH3:47])([CH3:48])[CH3:49])=[O:44])=[CH:41][CH:40]=2)=[O:19])[CH2:13][CH2:14]1)([C:4]([CH3:7])([CH3:5])[CH3:6])([CH3:3])[CH3:2]. The catalyst class is: 9. (2) Reactant: [NH:1]1[CH2:6][CH2:5][CH:4]([NH:7][C:8]2[CH:13]=[CH:12][C:11]([C:14]([F:17])([F:16])[F:15])=[CH:10][N:9]=2)[CH2:3][CH2:2]1.[F:18][C:19]1[CH:20]=[C:21]([CH:24]=[CH:25][C:26]=1[F:27])[CH2:22]Br.C(=O)([O-])[O-].[K+].[K+]. Product: [F:18][C:19]1[CH:20]=[C:21]([CH:24]=[CH:25][C:26]=1[F:27])[CH2:22][N:1]1[CH2:2][CH2:3][CH:4]([NH:7][C:8]2[CH:13]=[CH:12][C:11]([C:14]([F:15])([F:17])[F:16])=[CH:10][N:9]=2)[CH2:5][CH2:6]1. The catalyst class is: 245. (3) Reactant: [NH2:1][C:2]1[CH:7]=[CH:6][C:5]([OH:8])=[C:4]([Cl:9])[CH:3]=1.CC([O-])(C)C.[K+].Cl[C:17]1[CH:22]=[CH:21][N:20]=[C:19]([C:23]([NH2:25])=[O:24])[CH:18]=1.C([O-])([O-])=O.[K+].[K+]. Product: [NH2:1][C:2]1[CH:7]=[CH:6][C:5]([O:8][C:17]2[CH:22]=[CH:21][N:20]=[C:19]([C:23]([NH2:25])=[O:24])[CH:18]=2)=[C:4]([Cl:9])[CH:3]=1. The catalyst class is: 173.